Dataset: Catalyst prediction with 721,799 reactions and 888 catalyst types from USPTO. Task: Predict which catalyst facilitates the given reaction. Reactant: [CH2:1]([O:3][C:4]([C:6]1[C:10]([CH3:11])=[CH:9][NH:8][C:7]=1[CH2:12][CH2:13][C:14](=O)[NH:15][CH2:16][CH2:17][NH:18][C:19](=O)[CH3:20])=[O:5])[CH3:2].B. Product: [CH2:1]([O:3][C:4]([C:6]1[C:10]([CH3:11])=[CH:9][NH:8][C:7]=1[CH2:12][CH2:13][CH2:14][NH:15][CH2:16][CH2:17][NH:18][CH2:19][CH3:20])=[O:5])[CH3:2]. The catalyst class is: 7.